From a dataset of NCI-60 drug combinations with 297,098 pairs across 59 cell lines. Regression. Given two drug SMILES strings and cell line genomic features, predict the synergy score measuring deviation from expected non-interaction effect. (1) Synergy scores: CSS=45.9, Synergy_ZIP=1.08, Synergy_Bliss=4.05, Synergy_Loewe=-5.19, Synergy_HSA=2.60. Drug 1: C(CCl)NC(=O)N(CCCl)N=O. Drug 2: COCCOC1=C(C=C2C(=C1)C(=NC=N2)NC3=CC=CC(=C3)C#C)OCCOC.Cl. Cell line: SR. (2) Drug 1: C1CC(C1)(C(=O)O)C(=O)O.[NH2-].[NH2-].[Pt+2]. Drug 2: COCCOC1=C(C=C2C(=C1)C(=NC=N2)NC3=CC=CC(=C3)C#C)OCCOC.Cl. Cell line: HCT116. Synergy scores: CSS=27.3, Synergy_ZIP=-3.76, Synergy_Bliss=2.94, Synergy_Loewe=0.0340, Synergy_HSA=-1.73. (3) Drug 1: CCC1(CC2CC(C3=C(CCN(C2)C1)C4=CC=CC=C4N3)(C5=C(C=C6C(=C5)C78CCN9C7C(C=CC9)(C(C(C8N6C)(C(=O)OC)O)OC(=O)C)CC)OC)C(=O)OC)O.OS(=O)(=O)O. Drug 2: CCCCCOC(=O)NC1=NC(=O)N(C=C1F)C2C(C(C(O2)C)O)O. Cell line: MDA-MB-231. Synergy scores: CSS=-9.04, Synergy_ZIP=3.15, Synergy_Bliss=0.264, Synergy_Loewe=-7.83, Synergy_HSA=-6.99. (4) Drug 1: C1=CC=C(C=C1)NC(=O)CCCCCCC(=O)NO. Drug 2: CCC1=C2N=C(C=C(N2N=C1)NCC3=C[N+](=CC=C3)[O-])N4CCCCC4CCO. Cell line: SK-OV-3. Synergy scores: CSS=58.1, Synergy_ZIP=-1.51, Synergy_Bliss=-0.522, Synergy_Loewe=-9.18, Synergy_HSA=-1.84. (5) Drug 1: C1CC(=O)NC(=O)C1N2CC3=C(C2=O)C=CC=C3N. Drug 2: CCC1(CC2CC(C3=C(CCN(C2)C1)C4=CC=CC=C4N3)(C5=C(C=C6C(=C5)C78CCN9C7C(C=CC9)(C(C(C8N6C)(C(=O)OC)O)OC(=O)C)CC)OC)C(=O)OC)O.OS(=O)(=O)O. Cell line: A498. Synergy scores: CSS=18.0, Synergy_ZIP=-7.91, Synergy_Bliss=-5.97, Synergy_Loewe=-25.3, Synergy_HSA=-3.83.